From a dataset of Full USPTO retrosynthesis dataset with 1.9M reactions from patents (1976-2016). Predict the reactants needed to synthesize the given product. (1) Given the product [CH2:12]([NH:11][C:9](=[O:10])[C:8]([C:5]1[CH:6]=[CH:7][C:2]([C:26]2[CH:25]=[CH:24][CH:23]=[C:22]([O:21][CH:18]([CH3:20])[CH3:19])[CH:27]=2)=[CH:3][CH:4]=1)([CH3:17])[CH3:16])[CH:13]([CH3:15])[CH3:14], predict the reactants needed to synthesize it. The reactants are: Br[C:2]1[CH:7]=[CH:6][C:5]([C:8]([CH3:17])([CH3:16])[C:9]([NH:11][CH2:12][CH:13]([CH3:15])[CH3:14])=[O:10])=[CH:4][CH:3]=1.[CH:18]([O:21][C:22]1[CH:23]=[C:24](B(O)O)[CH:25]=[CH:26][CH:27]=1)([CH3:20])[CH3:19]. (2) Given the product [C:17]([CH:2]([C:4]1[N:8]=[C:7]([NH:9][C:10](=[O:16])[O:11][C:12]([CH3:15])([CH3:14])[CH3:13])[S:6][N:5]=1)[CH3:3])#[N:18], predict the reactants needed to synthesize it. The reactants are: Br[CH:2]([C:4]1[N:8]=[C:7]([NH:9][C:10](=[O:16])[O:11][C:12]([CH3:15])([CH3:14])[CH3:13])[S:6][N:5]=1)[CH3:3].[C-:17]#[N:18].[Na+].[Na+].[I-]. (3) Given the product [Br:9][C:10]1[C:11]([OH:25])=[C:12]([CH2:27][N:3]2[CH2:8][CH2:7][O:6][CH2:5][CH2:4]2)[C:13]2[S:17][C:16]([NH:18][C:19]([NH:21][CH2:22][CH3:23])=[O:20])=[N:15][C:14]=2[CH:24]=1, predict the reactants needed to synthesize it. The reactants are: C=O.[NH:3]1[CH2:8][CH2:7][O:6][CH2:5][CH2:4]1.[Br:9][C:10]1[C:11]([O:25]C)=[CH:12][C:13]2[S:17][C:16]([NH:18][C:19]([NH:21][CH2:22][CH3:23])=[O:20])=[N:15][C:14]=2[CH:24]=1.[CH3:27]COC(C)=O. (4) Given the product [C:2]([O:6][C:7](=[O:10])[CH2:8][NH:9][C:32]([C:15]1[N:16]=[C:17]([CH3:31])[C:18]2[C:23]([C:14]=1[O:13][CH2:11][CH3:12])=[CH:22][CH:21]=[C:20]([O:24][C:25]1[CH:30]=[CH:29][CH:28]=[CH:27][CH:26]=1)[CH:19]=2)=[O:33])([CH3:5])([CH3:4])[CH3:3], predict the reactants needed to synthesize it. The reactants are: Cl.[C:2]([O:6][C:7](=[O:10])[CH2:8][NH2:9])([CH3:5])([CH3:4])[CH3:3].[CH2:11]([O:13][C:14]1[C:23]2[C:18](=[CH:19][C:20]([O:24][C:25]3[CH:30]=[CH:29][CH:28]=[CH:27][CH:26]=3)=[CH:21][CH:22]=2)[C:17]([CH3:31])=[N:16][C:15]=1[C:32](O)=[O:33])[CH3:12]. (5) The reactants are: [F:1][C:2]1[CH:7]=[C:6]([C:8](=[N:18]O)[C:9]([C:11]2[CH:16]=[CH:15][C:14]([F:17])=[CH:13][CH:12]=2)=[O:10])[CH:5]=[CH:4][N:3]=1.C(O)(C)C.[ClH:24]. Given the product [ClH:24].[NH2:18][CH:8]([C:6]1[CH:5]=[CH:4][N:3]=[C:2]([F:1])[CH:7]=1)[C:9]([C:11]1[CH:12]=[CH:13][C:14]([F:17])=[CH:15][CH:16]=1)=[O:10], predict the reactants needed to synthesize it. (6) Given the product [NH:1]([CH2:27][CH2:26][CH2:25][O:24][C:20]1[CH:19]=[C:18]2[C:23](=[CH:22][CH:21]=1)[C@H:15]([CH2:14][C:13]([O:12][CH2:10][CH3:11])=[O:29])[CH2:16][CH2:17]2)[C:2]1[CH:7]=[CH:6][CH:5]=[CH:4][CH:3]=1, predict the reactants needed to synthesize it. The reactants are: [NH2:1][C:2]1[CH:7]=[CH:6][CH:5]=[CH:4][CH:3]=1.[H-].[Na+].[CH2:10]([O:12][C:13](=[O:29])[CH2:14][C@H:15]1[C:23]2[C:18](=[CH:19][C:20]([O:24][CH2:25][CH2:26][CH2:27]Br)=[CH:21][CH:22]=2)[CH2:17][CH2:16]1)[CH3:11].[NH4+].[Cl-]. (7) Given the product [CH3:1][O:2][C:3]1[CH:4]=[CH:5][C:6]([S:9]([N:12]2[CH2:13][CH2:14][N:15]([CH:18]([C:20]3[N:29]([CH3:30])[C:28](=[O:31])[C:27]4[C:22](=[CH:23][CH:24]=[C:25]([C:32]5[NH:36][N:35]=[N:34][N:33]=5)[CH:26]=4)[N:21]=3)[CH3:19])[CH2:16][CH2:17]2)(=[O:10])=[O:11])=[CH:7][CH:8]=1, predict the reactants needed to synthesize it. The reactants are: [CH3:1][O:2][C:3]1[CH:8]=[CH:7][C:6]([S:9]([N:12]2[CH2:17][CH2:16][N:15]([CH:18]([C:20]3[N:29]([CH3:30])[C:28](=[O:31])[C:27]4[C:22](=[CH:23][CH:24]=[C:25]([C:32]#[N:33])[CH:26]=4)[N:21]=3)[CH3:19])[CH2:14][CH2:13]2)(=[O:11])=[O:10])=[CH:5][CH:4]=1.[N-:34]=[N+:35]=[N-:36].[Na+].[Cl-].[NH4+]. (8) Given the product [CH2:35]([O:34][C:32](=[O:33])[C:31]1[CH:37]=[CH:38][CH:39]=[C:29]([O:15][CH2:14][CH:13]([N:12]2[C:11]3[CH:22]=[C:23]([F:27])[C:24]([F:26])=[CH:25][C:10]=3[N:9]=[C:8]2[C:5]2[CH:6]=[CH:7][C:2]([Cl:1])=[CH:3][CH:4]=2)[CH:16]2[CH2:17][CH2:18][CH2:19][CH2:20][CH2:21]2)[CH:30]=1)[CH3:36], predict the reactants needed to synthesize it. The reactants are: [Cl:1][C:2]1[CH:7]=[CH:6][C:5]([C:8]2[N:12]([CH:13]([CH:16]3[CH2:21][CH2:20][CH2:19][CH2:18][CH2:17]3)[CH2:14][OH:15])[C:11]3[CH:22]=[C:23]([F:27])[C:24]([F:26])=[CH:25][C:10]=3[N:9]=2)=[CH:4][CH:3]=1.O[C:29]1[CH:30]=[C:31]([CH:37]=[CH:38][CH:39]=1)[C:32]([O:34][CH2:35][CH3:36])=[O:33].N(C(OC(C)(C)C)=O)=NC(OC(C)(C)C)=O.